This data is from Reaction yield outcomes from USPTO patents with 853,638 reactions. The task is: Predict the reaction yield, written as a fraction of the theoretical maximum amount of product (1.0 means a 100% yield; for example, 0.34 means a 34% yield). (1) The reactants are Br[C:2]1[CH:3]=[CH:4][C:5](O)=[C:6]([C:8]2[CH:17]=[CH:16][C:15]3[C:10](=[CH:11][CH:12]=[C:13]([C:18]4[N:22]([CH:23]5[CH2:28][CH2:27][CH2:26][CH2:25][CH2:24]5)[C:21]5[CH:29]=[CH:30][C:31]([C:33]([OH:35])=[O:34])=[CH:32][C:20]=5[N:19]=4)[CH:14]=3)[N:9]=2)[CH:7]=1.C(O[C:40]([C:42]1[CH:65]=CC2N(C3CCCCC3)[C:40]([C:42]3[CH:65]=CC(N)=[C:44](C=O)[CH:43]=3)=N[C:44]=2[CH:43]=1)=O)C.CC1C=C2C(=CC=1)C=C(C(=O)C)C=C2.[OH-].[K+]. The catalyst is C(O)C. The product is [CH:23]1([N:22]2[C:21]3[CH:20]=[CH:32][C:31]([C:33]([OH:35])=[O:34])=[CH:30][C:29]=3[N:19]=[C:18]2[C:13]2[CH:14]=[C:15]3[C:10](=[CH:11][CH:12]=2)[N:9]=[C:8]([C:6]2[CH:5]=[CH:4][C:3]4[C:2](=[CH:44][CH:43]=[C:42]([CH3:65])[CH:40]=4)[CH:7]=2)[CH:17]=[CH:16]3)[CH2:24][CH2:25][CH2:26][CH2:27][CH2:28]1. The yield is 0.180. (2) The reactants are [F:1][C:2]1[CH:3]=[C:4]([C:26]2[CH:31]=[CH:30][CH:29]=[CH:28][CH:27]=2)[CH:5]=[CH:6][C:7]=1[CH2:8][CH2:9][C:10]([CH3:25])([S:21]([CH3:24])(=[O:23])=[O:22])[C:11]([NH:13][O:14]C1CCCCO1)=[O:12].Cl. The catalyst is ClCCl.O1CCOCC1. The product is [F:1][C:2]1[CH:3]=[C:4]([C:26]2[CH:27]=[CH:28][CH:29]=[CH:30][CH:31]=2)[CH:5]=[CH:6][C:7]=1[CH2:8][CH2:9][C:10]([CH3:25])([S:21]([CH3:24])(=[O:23])=[O:22])[C:11]([NH:13][OH:14])=[O:12]. The yield is 0.145. (3) The reactants are [NH:1]1[C:5]2[CH:6]=[CH:7][C:8]([C:10]([OH:12])=O)=[CH:9][C:4]=2[N:3]=[CH:2]1.[CH3:13][O:14][C:15]1[C:28]2[CH2:27][CH2:26][C@H:25]3[C@H:20]([CH2:21][CH2:22][CH2:23][NH:24]3)[C:19]=2[CH:18]=[CH:17][CH:16]=1. No catalyst specified. The product is [NH:1]1[C:5]2[CH:6]=[CH:7][C:8]([C:10]([N:24]3[C@@H:25]4[C@@H:20]([C:19]5[CH:18]=[CH:17][CH:16]=[C:15]([O:14][CH3:13])[C:28]=5[CH2:27][CH2:26]4)[CH2:21][CH2:22][CH2:23]3)=[O:12])=[CH:9][C:4]=2[N:3]=[CH:2]1. The yield is 0.850. (4) The reactants are [CH3:1][C:2]1([CH3:19])[C:6]([CH3:8])([CH3:7])[O:5][B:4]([C:9]2[CH:14]=[CH:13][C:12]([CH2:15][C:16]([OH:18])=[O:17])=[CH:11][CH:10]=2)[O:3]1.[CH2:20](O)[CH3:21].C1(P(C2C=CC=CC=2)C2C=CC=CC=2)C=CC=CC=1. The product is [CH3:8][C:6]1([CH3:7])[C:2]([CH3:19])([CH3:1])[O:3][B:4]([C:9]2[CH:14]=[CH:13][C:12]([CH2:15][C:16]([O:18][CH2:20][CH3:21])=[O:17])=[CH:11][CH:10]=2)[O:5]1. The yield is 0.700. The catalyst is C1COCC1.